From a dataset of Peptide-MHC class I binding affinity with 185,985 pairs from IEDB/IMGT. Regression. Given a peptide amino acid sequence and an MHC pseudo amino acid sequence, predict their binding affinity value. This is MHC class I binding data. The peptide sequence is HRILDIYL. The MHC is Mamu-B03 with pseudo-sequence Mamu-B03. The binding affinity (normalized) is 0.527.